Dataset: Peptide-MHC class I binding affinity with 185,985 pairs from IEDB/IMGT. Task: Regression. Given a peptide amino acid sequence and an MHC pseudo amino acid sequence, predict their binding affinity value. This is MHC class I binding data. (1) The peptide sequence is NGLAGNDVL. The MHC is H-2-Db with pseudo-sequence H-2-Db. The binding affinity (normalized) is 0.0502. (2) The peptide sequence is ETIFTVLAL. The MHC is HLA-A31:01 with pseudo-sequence HLA-A31:01. The binding affinity (normalized) is 0.0847. (3) The peptide sequence is RLIWSHHHI. The MHC is HLA-A31:01 with pseudo-sequence HLA-A31:01. The binding affinity (normalized) is 0.545. (4) The peptide sequence is DSEPISILDR. The MHC is HLA-A68:01 with pseudo-sequence HLA-A68:01. The binding affinity (normalized) is 0.422.